From a dataset of Reaction yield outcomes from USPTO patents with 853,638 reactions. Predict the reaction yield, written as a fraction of the theoretical maximum amount of product (1.0 means a 100% yield; for example, 0.34 means a 34% yield). The product is [C:1]([C:3](=[CH:23][NH:17][C:18]1[CH:22]=[CH:21][S:20][CH:19]=1)[C:4]([NH:6][C:7]1[CH:12]=[C:11]([O:13][CH3:14])[C:10]([Cl:15])=[CH:9][C:8]=1[Cl:16])=[O:5])#[N:2]. The yield is 0.260. The catalyst is C(O)(C)C. The reactants are [C:1]([CH2:3][C:4]([NH:6][C:7]1[CH:12]=[C:11]([O:13][CH3:14])[C:10]([Cl:15])=[CH:9][C:8]=1[Cl:16])=[O:5])#[N:2].[NH2:17][C:18]1[CH:22]=[CH:21][S:20][CH:19]=1.[CH2:23](OC(OCC)OCC)C.